Dataset: Catalyst prediction with 721,799 reactions and 888 catalyst types from USPTO. Task: Predict which catalyst facilitates the given reaction. Reactant: [Br:1][C:2]1[CH:3]=[C:4]([CH3:9])[C:5]([NH2:8])=[N:6][CH:7]=1.[Cl:10][C:11]1[CH:12]=[C:13]([CH:16]=[CH:17][CH:18]=1)[CH:14]=O.O.C1(C)C=CC(S(O)(=O)=O)=CC=1.[N+:31]([C:33]([CH3:36])([CH3:35])[CH3:34])#[C-:32]. Product: [Br:1][C:2]1[CH:3]=[C:4]([CH3:9])[C:5]2[N:6]([C:32]([NH:31][C:33]([CH3:36])([CH3:35])[CH3:34])=[C:14]([C:13]3[CH:16]=[CH:17][CH:18]=[C:11]([Cl:10])[CH:12]=3)[N:8]=2)[CH:7]=1. The catalyst class is: 5.